Dataset: Full USPTO retrosynthesis dataset with 1.9M reactions from patents (1976-2016). Task: Predict the reactants needed to synthesize the given product. (1) Given the product [CH3:3][O:4][C:5](=[O:43])[C:6]1[CH:11]=[C:10]([NH:12][CH3:13])[CH:9]=[C:8]([NH:14][C:15](=[O:42])[CH2:16][N:17]2[N:23]=[C:22]([CH:24]3[CH2:29][CH2:28][CH2:27][CH2:26][CH2:25]3)[C:21]3[CH:30]=[CH:31][CH:32]=[CH:33][C:20]=3[N:19]([CH2:34][CH:35]([OH:40])[C:36]([CH3:38])([CH3:39])[CH3:37])[C:18]2=[O:41])[CH:7]=1, predict the reactants needed to synthesize it. The reactants are: [BH4-].[Na+].[CH3:3][O:4][C:5](=[O:43])[C:6]1[CH:11]=[C:10]([NH:12][CH3:13])[CH:9]=[C:8]([NH:14][C:15](=[O:42])[CH2:16][N:17]2[N:23]=[C:22]([CH:24]3[CH2:29][CH2:28][CH2:27][CH2:26][CH2:25]3)[C:21]3[CH:30]=[CH:31][CH:32]=[CH:33][C:20]=3[N:19]([CH2:34][C:35](=[O:40])[C:36]([CH3:39])([CH3:38])[CH3:37])[C:18]2=[O:41])[CH:7]=1.[NH4+].[Cl-]. (2) Given the product [O:1]=[C:2]1[NH:6][C:5](=[O:7])[CH:4]([CH2:8][C:9]2[CH:10]=[CH:11][C:12]([C:15]3[CH:20]=[CH:19][CH:18]=[C:17]([NH:21][C:22]([NH:24][C:25]4[CH:26]=[CH:27][CH:28]=[CH:29][CH:30]=4)=[O:23])[CH:16]=3)=[CH:13][CH:14]=2)[S:3]1, predict the reactants needed to synthesize it. The reactants are: [O:1]=[C:2]1[NH:6][C:5](=[O:7])[C:4](=[CH:8][C:9]2[CH:14]=[CH:13][C:12]([C:15]3[CH:20]=[CH:19][CH:18]=[C:17]([NH:21][C:22]([NH:24][C:25]4[CH:30]=[CH:29][CH:28]=[CH:27][CH:26]=4)=[O:23])[CH:16]=3)=[CH:11][CH:10]=2)[S:3]1.[H][H]. (3) Given the product [F:12][C:13]1[CH:18]=[CH:17][C:16]([C:2]2[S:11][C:5]3[C:6](=[O:10])[NH:7][CH2:8][CH2:9][C:4]=3[CH:3]=2)=[CH:15][CH:14]=1, predict the reactants needed to synthesize it. The reactants are: Br[C:2]1[S:11][C:5]2[C:6](=[O:10])[NH:7][CH2:8][CH2:9][C:4]=2[CH:3]=1.[F:12][C:13]1[CH:18]=[CH:17][C:16](B(O)O)=[CH:15][CH:14]=1.C(=O)([O-])[O-].[Na+].[Na+]. (4) Given the product [N:1]1([C:6]2[CH:13]=[CH:12][C:9](/[CH:10]=[CH:20]/[CH:16]=[O:15])=[CH:8][CH:7]=2)[CH:5]=[CH:4][CH:3]=[N:2]1, predict the reactants needed to synthesize it. The reactants are: [N:1]1([C:6]2[CH:13]=[CH:12][C:9]([CH:10]=O)=[CH:8][CH:7]=2)[CH:5]=[CH:4][CH:3]=[N:2]1.[Br-].[O:15]1CCO[CH:16]1[CH2:20][P+](C1C=CC=CC=1)(C1C=CC=CC=1)C1C=CC=CC=1.COCCOCCN(CCOCCOC)CCOCCOC. (5) Given the product [C:1]([O:5][C:6](=[O:21])[NH:7][C@H:8]1[CH2:12][CH2:11][N:10]([C:13]2[CH:14]=[CH:15][C:16]([O:19][CH2:27][C:26]3[CH:29]=[CH:30][C:23]([F:22])=[CH:24][CH:25]=3)=[CH:17][CH:18]=2)[C:9]1=[O:20])([CH3:4])([CH3:2])[CH3:3], predict the reactants needed to synthesize it. The reactants are: [C:1]([O:5][C:6](=[O:21])[NH:7][C@H:8]1[CH2:12][CH2:11][N:10]([C:13]2[CH:18]=[CH:17][C:16]([OH:19])=[CH:15][CH:14]=2)[C:9]1=[O:20])([CH3:4])([CH3:3])[CH3:2].[F:22][C:23]1[CH:30]=[CH:29][C:26]([CH2:27]Br)=[CH:25][CH:24]=1.C(=O)([O-])[O-].[K+].[K+]. (6) Given the product [C:16]1([CH2:22][CH2:23][NH:24][S:10]([NH:13][C:14](=[O:15])[O:8][CH2:1][C:2]2[CH:7]=[CH:6][CH:5]=[CH:4][CH:3]=2)(=[O:12])=[O:11])[CH:21]=[CH:20][CH:19]=[CH:18][CH:17]=1, predict the reactants needed to synthesize it. The reactants are: [CH2:1]([OH:8])[C:2]1[CH:7]=[CH:6][CH:5]=[CH:4][CH:3]=1.Cl[S:10]([N:13]=[C:14]=[O:15])(=[O:12])=[O:11].[C:16]1([CH2:22][CH2:23][NH2:24])[CH:21]=[CH:20][CH:19]=[CH:18][CH:17]=1.Cl.